Dataset: Forward reaction prediction with 1.9M reactions from USPTO patents (1976-2016). Task: Predict the product of the given reaction. (1) Given the reactants [F:1][C:2]1[CH:3]=[C:4]2[C:8](=[CH:9][C:10]=1[F:11])[NH:7][C:6]([C:12]1[CH:13]=[CH:14][C:15]([O:21][CH3:22])=[C:16]([N:18]=[C:19]=[S:20])[CH:17]=1)=[CH:5]2.[NH2:23][C@@H:24]([CH2:33][OH:34])[C@H:25]([C:27]1[CH:32]=[CH:31][CH:30]=[CH:29][CH:28]=1)[OH:26], predict the reaction product. The product is: [F:1][C:2]1[CH:3]=[C:4]2[C:8](=[CH:9][C:10]=1[F:11])[NH:7][C:6]([C:12]1[CH:13]=[CH:14][C:15]([O:21][CH3:22])=[C:16]([NH:18][C:19]([NH:23][C@@H:24]([CH2:33][OH:34])[C@@H:25]([OH:26])[C:27]3[CH:32]=[CH:31][CH:30]=[CH:29][CH:28]=3)=[S:20])[CH:17]=1)=[CH:5]2. (2) Given the reactants Br[C:2]1[CH:3]=[C:4]([CH:8]([CH3:12])[C:9]([OH:11])=[O:10])[CH:5]=[CH:6][CH:7]=1.C([Li])(C)(C)C.[B:18](OCCCC)([O:24]CCCC)[O:19]CCCC, predict the reaction product. The product is: [C:9]([CH:8]([C:4]1[CH:3]=[C:2]([B:18]([OH:24])[OH:19])[CH:7]=[CH:6][CH:5]=1)[CH3:12])([OH:11])=[O:10]. (3) Given the reactants C(N(C(C)C)C(C)C)C.[O:10]1[CH:14]=[C:13]([CH2:15][C:16]([OH:18])=O)[C:12]2[CH:19]=[CH:20][CH:21]=[CH:22][C:11]1=2.[F:23][C:24]1[CH:29]=[CH:28][CH:27]=[CH:26][C:25]=1[N:30]1[C:38]2[C:33](=[C:34]([N:39]3[CH2:46][C@@H:45]4[C@@H:41]([CH2:42][NH:43][CH2:44]4)[C:40]3=[O:47])[CH:35]=[CH:36][CH:37]=2)[CH:32]=[N:31]1.F[P-](F)(F)(F)(F)F.CN(C(N1C2C(=NC=CC=2)[N+]([O-])=N1)=[N+](C)C)C, predict the reaction product. The product is: [O:10]1[C:11]2[CH:22]=[CH:21][CH:20]=[CH:19][C:12]=2[C:13]([CH2:15][C:16]([N:43]2[CH2:44][C@@H:45]3[CH2:46][N:39]([C:34]4[CH:35]=[CH:36][CH:37]=[C:38]5[C:33]=4[CH:32]=[N:31][N:30]5[C:25]4[CH:26]=[CH:27][CH:28]=[CH:29][C:24]=4[F:23])[C:40](=[O:47])[C@@H:41]3[CH2:42]2)=[O:18])=[CH:14]1. (4) Given the reactants [Cl-].O[NH3+:3].[C:4](=[O:7])([O-])[OH:5].[Na+].CS(C)=O.[CH:13]1([O:17][C:18]2[CH:23]=[CH:22][C:21]([N:24]3[C:29](=[O:30])[C:28]([CH2:31][C:32]4[CH:37]=[CH:36][C:35]([C:38]5[C:39]([C:44]#[N:45])=[CH:40][CH:41]=[CH:42][CH:43]=5)=[CH:34][CH:33]=4)=[C:27]([CH2:46][CH2:47][CH3:48])[N:26]=[C:25]3[CH3:49])=[CH:20][CH:19]=2)[CH2:16][CH2:15][CH2:14]1, predict the reaction product. The product is: [CH:13]1([O:17][C:18]2[CH:19]=[CH:20][C:21]([N:24]3[C:29](=[O:30])[C:28]([CH2:31][C:32]4[CH:37]=[CH:36][C:35]([C:38]5[CH:43]=[CH:42][CH:41]=[CH:40][C:39]=5[C:44]5[NH:3][C:4](=[O:7])[O:5][N:45]=5)=[CH:34][CH:33]=4)=[C:27]([CH2:46][CH2:47][CH3:48])[N:26]=[C:25]3[CH3:49])=[CH:22][CH:23]=2)[CH2:14][CH2:15][CH2:16]1. (5) Given the reactants [O:1]=[C:2]1[C:10]2[C:5](=[CH:6][C:7]([O:11][CH2:12][C:13]3[CH:14]=[N:15][CH:16]=[CH:17][CH:18]=3)=[CH:8][CH:9]=2)[C:4](=[O:19])[N:3]1[CH2:20][C:21]([O:23]C)=[O:22].[ClH:25], predict the reaction product. The product is: [ClH:25].[O:1]=[C:2]1[C:10]2[C:5](=[CH:6][C:7]([O:11][CH2:12][C:13]3[CH:14]=[N:15][CH:16]=[CH:17][CH:18]=3)=[CH:8][CH:9]=2)[C:4](=[O:19])[N:3]1[CH2:20][C:21]([OH:23])=[O:22]. (6) Given the reactants [C:1]([O:5][C:6]([N:8]1[CH2:13][C@H:12]([CH2:14]Cl)[N:11]([CH2:16][C:17]([N:19]2[C:27]3[C:22](=[N:23][CH:24]=[C:25]([CH2:28][C:29]4[CH:34]=[CH:33][C:32]([F:35])=[CH:31][CH:30]=4)[CH:26]=3)[C:21]([CH3:37])([CH3:36])[CH2:20]2)=[O:18])[CH2:10][C@H:9]1[CH3:38])=[O:7])([CH3:4])([CH3:3])[CH3:2].[CH3:39][C@@H:40]1[CH2:45][O:44][CH2:43][C@@H:42]([CH3:46])[NH:41]1.C(=O)([O-])[O-].[K+].[K+].[I-].[K+], predict the reaction product. The product is: [C:1]([O:5][C:6]([N:8]1[CH2:13][C@H:12]([CH2:14][N:41]2[C@H:42]([CH3:46])[CH2:43][O:44][CH2:45][C@H:40]2[CH3:39])[N:11]([CH2:16][C:17]([N:19]2[C:27]3[C:22](=[N:23][CH:24]=[C:25]([CH2:28][C:29]4[CH:34]=[CH:33][C:32]([F:35])=[CH:31][CH:30]=4)[CH:26]=3)[C:21]([CH3:37])([CH3:36])[CH2:20]2)=[O:18])[CH2:10][C@H:9]1[CH3:38])=[O:7])([CH3:4])([CH3:3])[CH3:2]. (7) Given the reactants [Cl:1][C:2]1[C:9]([F:10])=[CH:8][C:5]([C:6]#[N:7])=[C:4]([O:11][C@@H:12]([C:16]2[CH:21]=[CH:20][CH:19]=[CH:18][CH:17]=2)[CH2:13][CH2:14]Cl)[CH:3]=1.[I-:22].[Na+], predict the reaction product. The product is: [Cl:1][C:2]1[C:9]([F:10])=[CH:8][C:5]([C:6]#[N:7])=[C:4]([O:11][C@@H:12]([C:16]2[CH:21]=[CH:20][CH:19]=[CH:18][CH:17]=2)[CH2:13][CH2:14][I:22])[CH:3]=1. (8) Given the reactants [C:1]1([Mg]Br)[CH:6]=[CH:5][CH:4]=[CH:3][CH:2]=1.[CH3:9][O:10][C:11](=[O:30])[C:12](=[CH:20][C:21]1[C:25]2=[N:26][CH:27]=[CH:28][CH:29]=[C:24]2[NH:23][CH:22]=1)[C:13]([O:15][C:16]([CH3:19])([CH3:18])[CH3:17])=[O:14], predict the reaction product. The product is: [CH3:9][O:10][C:11](=[O:30])[CH:12]([CH:20]([C:1]1[CH:6]=[CH:5][CH:4]=[CH:3][CH:2]=1)[C:21]1[C:25]2=[N:26][CH:27]=[CH:28][CH:29]=[C:24]2[NH:23][CH:22]=1)[C:13]([O:15][C:16]([CH3:18])([CH3:19])[CH3:17])=[O:14]. (9) Given the reactants [OH:1][C:2]1[CH:11]=[CH:10][C:9]([OH:12])=[CH:8][C:3]=1[C:4]([O:6][CH3:7])=[O:5].C(=O)([O-])[O-].[K+].[K+].[S:19](Cl)([C:22]1[CH:28]=[CH:27][C:25]([CH3:26])=[CH:24][CH:23]=1)(=[O:21])=[O:20], predict the reaction product. The product is: [OH:1][C:2]1[CH:11]=[CH:10][C:9]([O:12][S:19]([C:22]2[CH:28]=[CH:27][C:25]([CH3:26])=[CH:24][CH:23]=2)(=[O:21])=[O:20])=[CH:8][C:3]=1[C:4]([O:6][CH3:7])=[O:5].